Dataset: Full USPTO retrosynthesis dataset with 1.9M reactions from patents (1976-2016). Task: Predict the reactants needed to synthesize the given product. (1) Given the product [CH2:1]([O:3][C:4]([C:6]1[CH:7]([NH:30][CH:24]2[CH2:29][CH2:28][CH2:27][CH2:26][CH2:25]2)[C:8]2[C:13]([C:14]=1[C:15]1[CH:20]=[CH:19][CH:18]=[CH:17][CH:16]=1)=[CH:12][CH:11]=[C:10]([O:21][CH3:22])[CH:9]=2)=[O:5])[CH3:2], predict the reactants needed to synthesize it. The reactants are: [CH2:1]([O:3][C:4]([C:6]1[CH:7](Br)[C:8]2[C:13]([C:14]=1[C:15]1[CH:20]=[CH:19][CH:18]=[CH:17][CH:16]=1)=[CH:12][CH:11]=[C:10]([O:21][CH3:22])[CH:9]=2)=[O:5])[CH3:2].[CH:24]1([NH2:30])[CH2:29][CH2:28][CH2:27][CH2:26][CH2:25]1. (2) Given the product [F:9][CH2:8][C:4]1[N:3]=[C:2]([C:8]#[C:4][CH2:5][CH2:6][C:22]2[C:16]3[C:17](=[N:18][NH:14][N:15]=3)[CH:19]=[CH:20][C:21]=2[CH3:23])[CH:7]=[CH:6][CH:5]=1.[F:9][CH2:8][C:4]1[N:3]=[C:2]([C:13]#[C:12][CH2:11][CH2:10][N:14]2[N:18]=[C:17]3[CH:19]=[CH:20][C:21]([CH3:23])=[CH:22][C:16]3=[N:15]2)[CH:7]=[CH:6][CH:5]=1, predict the reactants needed to synthesize it. The reactants are: Br[C:2]1[CH:7]=[CH:6][CH:5]=[C:4]([CH2:8][F:9])[N:3]=1.[CH2:10]([N:14]1[N:18]=[C:17]2[CH:19]=[CH:20][C:21]([CH3:23])=[CH:22][C:16]2=[N:15]1)[CH2:11][C:12]#[CH:13]. (3) Given the product [C:37]([C:33]1[CH:32]=[C:31]([CH:36]=[CH:35][CH:34]=1)[CH2:30][N:8]([C:5]1[CH:6]=[CH:7][C:2]([NH:1][C:47]([N:46]([CH3:50])[CH3:45])=[O:48])=[CH:3][CH:4]=1)[CH:9]1[CH2:10][CH2:11][N:12]([CH:15]([CH3:29])[CH2:16][CH2:17][NH:18][C:19](=[O:28])[C:20]2[C:21]([CH3:27])=[CH:22][CH:23]=[CH:24][C:25]=2[CH3:26])[CH2:13][CH2:14]1)#[N:38], predict the reactants needed to synthesize it. The reactants are: [NH2:1][C:2]1[CH:7]=[CH:6][C:5]([N:8]([CH2:30][C:31]2[CH:36]=[CH:35][CH:34]=[C:33]([C:37]#[N:38])[CH:32]=2)[CH:9]2[CH2:14][CH2:13][N:12]([CH:15]([CH3:29])[CH2:16][CH2:17][NH:18][C:19](=[O:28])[C:20]3[C:25]([CH3:26])=[CH:24][CH:23]=[CH:22][C:21]=3[CH3:27])[CH2:11][CH2:10]2)=[CH:4][CH:3]=1.C([O-])([O-])=O.[K+].[K+].[CH3:45][N:46]([CH3:50])[C:47](Cl)=[O:48]. (4) Given the product [CH2:1]([O:3][C:4]([N:6]1[CH2:11][CH2:10][N:9]([C:12](=[O:39])[C@@H:13]([NH:23][C:24]([C:26]2[CH:30]=[C:29]([O:31][CH2:41][C:42]([O:44][CH2:45][C:46]3[CH:51]=[CH:50][CH:49]=[CH:48][CH:47]=3)=[O:43])[N:28]([C:32]3[CH:37]=[CH:36][CH:35]=[C:34]([F:38])[CH:33]=3)[N:27]=2)=[O:25])[CH2:14][CH2:15][C:16]([O:18][C:19]([CH3:22])([CH3:21])[CH3:20])=[O:17])[CH2:8][CH2:7]1)=[O:5])[CH3:2], predict the reactants needed to synthesize it. The reactants are: [CH2:1]([O:3][C:4]([N:6]1[CH2:11][CH2:10][N:9]([C:12](=[O:39])[C@@H:13]([NH:23][C:24]([C:26]2[CH:30]=[C:29]([OH:31])[N:28]([C:32]3[CH:37]=[CH:36][CH:35]=[C:34]([F:38])[CH:33]=3)[N:27]=2)=[O:25])[CH2:14][CH2:15][C:16]([O:18][C:19]([CH3:22])([CH3:21])[CH3:20])=[O:17])[CH2:8][CH2:7]1)=[O:5])[CH3:2].Br[CH2:41][C:42]([O:44][CH2:45][C:46]1[CH:51]=[CH:50][CH:49]=[CH:48][CH:47]=1)=[O:43].C(=O)([O-])[O-].[Cs+].[Cs+]. (5) Given the product [Cl:1][C:2]1[CH:7]=[CH:6][N:5]=[C:4]2[CH:8]=[C:9]([C:16]3[CH:17]=[C:18]([O:22][CH3:23])[C:19]([O:20][CH3:21])=[C:14]([O:13][CH3:12])[CH:15]=3)[O:10][C:3]=12, predict the reactants needed to synthesize it. The reactants are: [Cl:1][C:2]1[CH:7]=[CH:6][N:5]=[C:4]2[CH:8]=[C:9](I)[O:10][C:3]=12.[CH3:12][O:13][C:14]1[CH:15]=[C:16](B(O)O)[CH:17]=[C:18]([O:22][CH3:23])[C:19]=1[O:20][CH3:21].C1(P(C2CCCCC2)C2C=CC=CC=2C2C(OC)=CC=CC=2OC)CCCCC1.C([O-])([O-])=O.[K+].[K+]. (6) Given the product [NH2:1][C:2]1[S:6][C:5]([C:7]2[C:12]([F:13])=[CH:11][CH:10]=[CH:9][C:8]=2[F:14])=[N:4][C:3]=1[C:15]([NH:17][C:18]1[CH:19]=[N:20][N:21]([CH3:30])[C:22]=1[CH:23]1[CH2:28][CH2:27][CH:26]([OH:29])[CH2:25][CH2:24]1)=[O:16], predict the reactants needed to synthesize it. The reactants are: [NH2:1][C:2]1[S:6][C:5]([C:7]2[C:12]([F:13])=[CH:11][CH:10]=[CH:9][C:8]=2[F:14])=[N:4][C:3]=1[C:15]([NH:17][C:18]1[CH:19]=[N:20][N:21]([CH3:30])[C:22]=1[CH:23]1[CH2:28][CH2:27][C:26](=[O:29])[CH2:25][CH2:24]1)=[O:16].[BH4-].[Na+]. (7) Given the product [F:23][C:21]1[CH:22]=[C:34]([CH:15]=[CH:19][CH:20]=1)[CH2:33][O:32][C:2]1[CH:11]=[C:10]2[C:5]([C:6](=[O:12])[N:7]([CH2:25][C:24]([NH2:29])=[O:27])[CH:8]=[N:9]2)=[CH:4][CH:3]=1, predict the reactants needed to synthesize it. The reactants are: F[C:2]1[CH:11]=[C:10]2[C:5]([C:6](=[O:12])[NH:7][CH:8]=[N:9]2)=[CH:4][CH:3]=1.NC1[CH:22]=[C:21]([F:23])[CH:20]=[CH:19][C:15]=1C(O)=O.[C:24]([OH:27])(=O)[CH3:25].C(N)=[NH:29].C[O:32][CH2:33][CH2:34]O.